This data is from Forward reaction prediction with 1.9M reactions from USPTO patents (1976-2016). The task is: Predict the product of the given reaction. (1) Given the reactants S(Cl)([Cl:3])=O.O.[F:6][C:7]1[CH:12]=[C:11]([C:13]2[CH:14]=[N:15][N:16]([CH3:18])[CH:17]=2)[CH:10]=[CH:9][C:8]=1[CH2:19]O, predict the reaction product. The product is: [ClH:3].[Cl:3][CH2:19][C:8]1[CH:9]=[CH:10][C:11]([C:13]2[CH:14]=[N:15][N:16]([CH3:18])[CH:17]=2)=[CH:12][C:7]=1[F:6]. (2) The product is: [CH3:22][O:1][CH2:2][C:3]1[CH:4]=[C:5]([CH:10]=[C:11]([C:13]2[CH:18]=[CH:17][C:16]([CH3:19])=[CH:15][N:14]=2)[CH:12]=1)[C:6]([O:8][CH3:9])=[O:7]. Given the reactants [OH:1][CH2:2][C:3]1[CH:4]=[C:5]([CH:10]=[C:11]([C:13]2[CH:18]=[CH:17][C:16]([CH3:19])=[CH:15][N:14]=2)[CH:12]=1)[C:6]([O:8][CH3:9])=[O:7].[H-].[Na+].[CH3:22]I, predict the reaction product. (3) Given the reactants [F:1][C:2]1[CH:7]=[CH:6][C:5]([CH3:8])=[CH:4][C:3]=1[NH:9][C:10]1[N:15]2[N:16]=[CH:17][C:18]([C:19](O)=[O:20])=[C:14]2[N:13]=[CH:12][C:11]=1[C:22]([N:24]1[CH2:29][CH2:28][C:27]2([C:33]3[CH:34]=[CH:35][CH:36]=[C:37]([F:38])[C:32]=3[O:31][CH2:30]2)[CH2:26][CH2:25]1)=[O:23].[CH:39]1([S:42]([NH2:45])(=[O:44])=[O:43])[CH2:41][CH2:40]1, predict the reaction product. The product is: [F:1][C:2]1[CH:7]=[CH:6][C:5]([CH3:8])=[CH:4][C:3]=1[NH:9][C:10]1[N:15]2[N:16]=[CH:17][C:18]([C:19]([NH:45][S:42]([CH:39]3[CH2:41][CH2:40]3)(=[O:44])=[O:43])=[O:20])=[C:14]2[N:13]=[CH:12][C:11]=1[C:22]([N:24]1[CH2:29][CH2:28][C:27]2([C:33]3[CH:34]=[CH:35][CH:36]=[C:37]([F:38])[C:32]=3[O:31][CH2:30]2)[CH2:26][CH2:25]1)=[O:23]. (4) Given the reactants [F:1][C:2]([F:10])([F:9])[CH:3]([OH:8])[C:4]([F:7])([F:6])[F:5].Cl[C:12](Cl)([O:14]C(=O)OC(Cl)(Cl)Cl)Cl.CCN(C(C)C)C(C)C.[Cl:32][C:33]1[CH:38]=[CH:37][C:36]([CH2:39][N:40]2[CH2:45][CH2:44][NH:43][CH2:42][CH2:41]2)=[C:35]([N:46]2[CH2:51][CH2:50][CH:49]([C:52]([N:54]3[CH2:58][CH2:57][CH2:56][CH2:55]3)=[O:53])[CH2:48][CH2:47]2)[CH:34]=1, predict the reaction product. The product is: [Cl:32][C:33]1[CH:38]=[CH:37][C:36]([CH2:39][N:40]2[CH2:45][CH2:44][N:43]([C:12]([O:8][CH:3]([C:4]([F:7])([F:6])[F:5])[C:2]([F:10])([F:9])[F:1])=[O:14])[CH2:42][CH2:41]2)=[C:35]([N:46]2[CH2:51][CH2:50][CH:49]([C:52]([N:54]3[CH2:58][CH2:57][CH2:56][CH2:55]3)=[O:53])[CH2:48][CH2:47]2)[CH:34]=1. (5) Given the reactants [C:1]([NH2:7])([NH2:6])=[N:2][C:3]([NH2:5])=[S:4].Br[CH:9]1[CH2:14][CH:13]([CH:15]([CH3:17])[CH3:16])[CH2:12][CH2:11][C:10]1=O.C(OCC)(=O)C, predict the reaction product. The product is: [CH:15]([CH:13]1[CH2:14][CH2:9][C:10]2[N:5]=[C:3]([NH:2][C:1]([NH2:7])=[NH:6])[S:4][C:11]=2[CH2:12]1)([CH3:17])[CH3:16]. (6) The product is: [C:8]1([CH:6]([C:4]2[N:3]=[CH:2][S:1][CH:5]=2)[OH:7])[CH:13]=[CH:12][CH:11]=[CH:10][CH:9]=1. Given the reactants [S:1]1[CH:5]=[C:4]([CH:6]=[O:7])[N:3]=[CH:2]1.[C:8]1([Mg]Br)[CH:13]=[CH:12][CH:11]=[CH:10][CH:9]=1, predict the reaction product. (7) The product is: [CH2:21]([CH:23]([CH2:31][CH2:32][CH2:33][CH3:34])[CH2:24][O:25][C:26](=[O:30])[CH2:27][CH2:28][S:29][C:2]1[CH:11]=[C:10]2[C:5]([C:6]([C:15]3[CH:20]=[CH:19][CH:18]=[CH:17][CH:16]=3)=[CH:7][C:8]3[N:9]2[CH:12]=[N:13][N:14]=3)=[CH:4][CH:3]=1)[CH3:22]. Given the reactants I[C:2]1[CH:11]=[C:10]2[C:5]([C:6]([C:15]3[CH:20]=[CH:19][CH:18]=[CH:17][CH:16]=3)=[CH:7][C:8]3[N:9]2[CH:12]=[N:13][N:14]=3)=[CH:4][CH:3]=1.[CH2:21]([CH:23]([CH2:31][CH2:32][CH2:33][CH3:34])[CH2:24][O:25][C:26](=[O:30])[CH2:27][CH2:28][SH:29])[CH3:22].CCN(C(C)C)C(C)C.C1(P(C2C=CC=CC=2)C2C3OC4C(=CC=CC=4P(C4C=CC=CC=4)C4C=CC=CC=4)C(C)(C)C=3C=CC=2)C=CC=CC=1, predict the reaction product. (8) Given the reactants [NH2:1][C:2]1[CH:10]=[C:9]2[C:5]([C:6](=[O:12])[NH:7][C:8]2=[O:11])=[CH:4][C:3]=1[O:13][C:14]1[CH:19]=[CH:18][C:17]([CH2:20][C:21]([O:23][CH3:24])=[O:22])=[CH:16][C:15]=1[Cl:25].[Cl:26][C:27]1[CH:32]=[CH:31][C:30]([S:33](Cl)(=[O:35])=[O:34])=[CH:29][CH:28]=1.N1C(C)=CC=CC=1C, predict the reaction product. The product is: [Cl:25][C:15]1[CH:16]=[C:17]([CH2:20][C:21]([O:23][CH3:24])=[O:22])[CH:18]=[CH:19][C:14]=1[O:13][C:3]1[CH:4]=[C:5]2[C:9](=[CH:10][C:2]=1[NH:1][S:33]([C:30]1[CH:31]=[CH:32][C:27]([Cl:26])=[CH:28][CH:29]=1)(=[O:35])=[O:34])[C:8](=[O:11])[NH:7][C:6]2=[O:12]. (9) Given the reactants [F:1]C1C=C(C2C3C(=O)CCC=3C=NC=2)C=CC=1C(F)(F)F.F[C:23]1[CH:24]=[C:25]([C:33]2[C:34]3[CH2:41][CH2:40][C:39](=[O:42])[C:35]=3[CH:36]=[N:37][CH:38]=2)[CH:26]=[CH:27][C:28]=1[C:29]([F:32])([F:31])[F:30].FC1C=C(C(F)(F)F)C=CC=1C1C2CCCC=2C=NC=1, predict the reaction product. The product is: [F:1][C:26]1[CH:27]=[C:28]([C:29]([F:32])([F:31])[F:30])[CH:23]=[CH:24][C:25]=1[C:33]1[C:34]2[CH2:41][CH2:40][C:39](=[O:42])[C:35]=2[CH:36]=[N:37][CH:38]=1.